Dataset: Full USPTO retrosynthesis dataset with 1.9M reactions from patents (1976-2016). Task: Predict the reactants needed to synthesize the given product. (1) Given the product [C:16]([O:20][C:21]([N:23]1[CH2:28][CH2:27][CH:26]([N:29]([CH:30]2[CH2:31][CH2:32]2)[C:11](=[O:13])[C:10]2[CH:9]=[CH:8][C:7]([C:5]3[N:6]=[C:2]([CH3:1])[O:3][CH:4]=3)=[CH:15][CH:14]=2)[CH2:25][CH2:24]1)=[O:22])([CH3:19])([CH3:17])[CH3:18], predict the reactants needed to synthesize it. The reactants are: [CH3:1][C:2]1[O:3][CH:4]=[C:5]([C:7]2[CH:15]=[CH:14][C:10]([C:11]([OH:13])=O)=[CH:9][CH:8]=2)[N:6]=1.[C:16]([O:20][C:21]([N:23]1[CH2:28][CH2:27][CH:26]([NH:29][CH:30]2[CH2:32][CH2:31]2)[CH2:25][CH2:24]1)=[O:22])([CH3:19])([CH3:18])[CH3:17]. (2) Given the product [OH:8][CH2:9][C:10]1[CH:15]=[CH:14][C:13]([C:16]2[CH:17]=[CH:18][C:19]([C:22]([NH:52][S:49]([C:35]3[CH:36]=[CH:37][C:38]([NH:39][CH2:40][CH2:41][S:42][C:43]4[CH:48]=[CH:47][CH:46]=[CH:45][CH:44]=4)=[C:33]([N+:30]([O-:32])=[O:31])[CH:34]=3)(=[O:50])=[O:51])=[O:24])=[CH:20][CH:21]=2)=[C:12]([O:26][CH3:27])[CH:11]=1, predict the reactants needed to synthesize it. The reactants are: [Si]([O:8][CH2:9][C:10]1[CH:15]=[CH:14][C:13]([C:16]2[CH:21]=[CH:20][C:19]([C:22]([O:24]C)=O)=[CH:18][CH:17]=2)=[C:12]([O:26][CH3:27])[CH:11]=1)(C(C)(C)C)(C)C.[Li+].[OH-].[N+:30]([C:33]1[CH:34]=[C:35]([S:49]([NH2:52])(=[O:51])=[O:50])[CH:36]=[CH:37][C:38]=1[NH:39][CH2:40][CH2:41][S:42][C:43]1[CH:48]=[CH:47][CH:46]=[CH:45][CH:44]=1)([O-:32])=[O:31].CCN=C=NCCCN(C)C. (3) Given the product [F:24][C:18]1[C:19]([OH:1])=[CH:20][C:15]([CH2:14][N:5]2[C:4](=[O:3])[C:12]3[C:7](=[CH:8][CH:9]=[CH:10][CH:11]=3)[C:6]2=[O:13])=[N:16][CH:17]=1, predict the reactants needed to synthesize it. The reactants are: [OH:1]O.[O:3]=[C:4]1[C:12]2[C:7](=[CH:8][CH:9]=[CH:10][CH:11]=2)[C:6](=[O:13])[N:5]1[CH2:14][C:15]1[CH:20]=[C:19](B(O)O)[C:18]([F:24])=[CH:17][N:16]=1. (4) Given the product [CH3:22][O:19][C:18](=[O:20])[CH2:17][C:14]1[CH:15]=[CH:16][C:11]([NH:10][C:5]2[CH:6]=[CH:7][CH:8]=[CH:9][C:4]=2[N+:1]([O-:3])=[O:2])=[CH:12][CH:13]=1, predict the reactants needed to synthesize it. The reactants are: [N+:1]([C:4]1[CH:9]=[CH:8][CH:7]=[CH:6][C:5]=1[NH:10][C:11]1[CH:16]=[CH:15][C:14]([CH2:17][C:18]([OH:20])=[O:19])=[CH:13][CH:12]=1)([O-:3])=[O:2].Cl.[CH3:22]O. (5) Given the product [O:1]1[CH2:6][CH2:5][N:4]([CH2:7][C:8]2[N:9]=[C:10]([C:24]([O-:26])=[O:25])[S:11][CH:12]=2)[CH2:3][CH2:2]1.[Li+:17], predict the reactants needed to synthesize it. The reactants are: [O:1]1[CH2:6][CH2:5][N:4]([CH2:7][C:8]2[N:9]=[CH:10][S:11][CH:12]=2)[CH2:3][CH2:2]1.C([Li:17])CCC.CCCCCC.[C:24](=[O:26])=[O:25]. (6) Given the product [CH2:1]([O:8][CH2:9][C@@H:10]1[CH2:11][O:12][C:13]2[CH:19]=[CH:18][C:17]([CH2:20][CH2:21][NH:23][CH2:24][C@@H:25]([C:27]3[CH:28]=[CH:29][C:30]([O:36][CH2:37][O:38][CH2:39][CH2:40][Si:41]([CH3:44])([CH3:43])[CH3:42])=[C:31]([NH:33][CH:34]=[O:35])[CH:32]=3)[OH:26])=[CH:16][C:14]=2[O:15]1)[C:2]1[CH:7]=[CH:6][CH:5]=[CH:4][CH:3]=1, predict the reactants needed to synthesize it. The reactants are: [CH2:1]([O:8][CH2:9][C@H:10]1[O:15][C:14]2[CH:16]=[C:17]([CH2:20][CH2:21]Br)[CH:18]=[CH:19][C:13]=2[O:12][CH2:11]1)[C:2]1[CH:7]=[CH:6][CH:5]=[CH:4][CH:3]=1.[NH2:23][CH2:24][C@@H:25]([C:27]1[CH:28]=[CH:29][C:30]([O:36][CH2:37][O:38][CH2:39][CH2:40][Si:41]([CH3:44])([CH3:43])[CH3:42])=[C:31]([NH:33][CH:34]=[O:35])[CH:32]=1)[OH:26].C(N(CC)C(C)C)(C)C.